From a dataset of CYP1A2 inhibition data for predicting drug metabolism from PubChem BioAssay. Regression/Classification. Given a drug SMILES string, predict its absorption, distribution, metabolism, or excretion properties. Task type varies by dataset: regression for continuous measurements (e.g., permeability, clearance, half-life) or binary classification for categorical outcomes (e.g., BBB penetration, CYP inhibition). Dataset: cyp1a2_veith. The compound is C=CCN=C1CC(C)(C)CC(=O)/C1=C(\O)c1ccccc1. The result is 0 (non-inhibitor).